From a dataset of Retrosynthesis with 50K atom-mapped reactions and 10 reaction types from USPTO. Predict the reactants needed to synthesize the given product. (1) Given the product O=C1C2CCCCC2C(=O)N1CCCN1CCC(c2nc(-c3ccc(F)cc3)c3ccccn23)CC1, predict the reactants needed to synthesize it. The reactants are: CS(=O)(=O)OCCCN1C(=O)C2CCCCC2C1=O.Fc1ccc(-c2nc(C3CCNCC3)n3ccccc23)cc1. (2) Given the product Cc1c(Sc2cccc(CCC(=O)O)c2)c2ccc(Cl)cc2n1Cc1ccccc1, predict the reactants needed to synthesize it. The reactants are: Cc1c(Sc2cccc(/C=C/C(=O)O)c2)c2ccc(Cl)cc2n1Cc1ccccc1. (3) Given the product CCCN(CCC)c1ccc(C)c(N)c1, predict the reactants needed to synthesize it. The reactants are: CCCN(CCC)c1ccc(C)c([N+](=O)[O-])c1. (4) Given the product CCCCOc1cc2c(c3c1OC(C)(C)C3)C(c1cccc(-c3ccncc3)c1)=NC(C)(C)C2, predict the reactants needed to synthesize it. The reactants are: CCCCOc1cc2c(c3c1OC(C)(C)C3)C(c1cccc(Br)c1)=NC(C)(C)C2.OB(O)c1ccncc1. (5) Given the product CC(=CC(=O)O)C(C)C, predict the reactants needed to synthesize it. The reactants are: CCOC(=O)C=C(C)C(C)C. (6) The reactants are: COC(=O)[C@H](C)O.Oc1ccc(Oc2ncc(Cl)cc2F)cc1. Given the product COC(=O)[C@@H](C)Oc1ccc(Oc2ncc(Cl)cc2F)cc1, predict the reactants needed to synthesize it.